This data is from Forward reaction prediction with 1.9M reactions from USPTO patents (1976-2016). The task is: Predict the product of the given reaction. (1) Given the reactants [Cl:1][C:2]1[CH:7]=[CH:6][C:5]([OH:8])=[CH:4][CH:3]=1.Br[CH2:10][C@@H:11]([CH3:14])[CH2:12][Cl:13], predict the reaction product. The product is: [Cl:1][C:2]1[CH:7]=[CH:6][C:5]([O:8][CH2:10][C@@H:11]([CH3:14])[CH2:12][Cl:13])=[CH:4][CH:3]=1. (2) Given the reactants C(NC(C)C)(C)C.[C:8]([O:13]C)(=[O:12])[CH:9]([CH3:11])[CH3:10].Cl[CH2:16][C:17]1[N:18]=[C:19]([C:23]2[CH:28]=[CH:27][CH:26]=[CH:25][CH:24]=2)[O:20][C:21]=1[CH3:22].[NH4+].[Cl-], predict the reaction product. The product is: [CH3:10][C:9]([CH3:11])([CH2:16][C:17]1[N:18]=[C:19]([C:23]2[CH:28]=[CH:27][CH:26]=[CH:25][CH:24]=2)[O:20][C:21]=1[CH3:22])[C:8]([OH:13])=[O:12]. (3) Given the reactants [Cl:1][C:2]1[CH:3]=[C:4]([CH:29]=[CH:30][C:31]=1[O:32][CH:33]([CH3:35])[CH3:34])[C:5]([NH:7][C@H:8]([CH2:26][CH2:27][OH:28])[CH2:9][C:10]1[CH:15]=[CH:14][C:13]([C:16]2[N:17]=[C:18]([C:22](=NO)[CH3:23])[N:19]([CH3:21])[CH:20]=2)=[CH:12][CH:11]=1)=[O:6].[C:36]([O-:39])([O-])=O.[K+].[K+].BrC[C:44](OCC)=[O:45], predict the reaction product. The product is: [Cl:1][C:2]1[CH:3]=[C:4]([CH:29]=[CH:30][C:31]=1[O:32][CH:33]([CH3:34])[CH3:35])[C:5]([NH:7][C@H:8]([CH2:26][CH2:27][OH:28])[CH2:9][C:10]1[CH:15]=[CH:14][C:13]([C:16]2[N:17]=[C:18]([C:22]3([CH3:23])[O:39][CH2:36][CH2:44][O:45]3)[N:19]([CH3:21])[CH:20]=2)=[CH:12][CH:11]=1)=[O:6]. (4) Given the reactants [OH:1][C:2]1[CH:7]=[CH:6][C:5](B(O)O)=[CH:4][CH:3]=1.[CH3:11][O:12][C:13](=[O:36])[CH:14]([CH2:25][C:26]1[CH:31]=[CH:30][CH:29]=[C:28]([C:32]([F:35])([F:34])[F:33])[CH:27]=1)[CH2:15][C:16]([C:18]1[CH:23]=[CH:22][C:21](Br)=[CH:20][CH:19]=1)=[O:17].C(=O)([O-])[O-].[Na+].[Na+].Cl, predict the reaction product. The product is: [CH3:11][O:12][C:13](=[O:36])[CH:14]([CH2:25][C:26]1[CH:31]=[CH:30][CH:29]=[C:28]([C:32]([F:34])([F:35])[F:33])[CH:27]=1)[CH2:15][C:16]([C:18]1[CH:23]=[CH:22][C:21]([C:5]2[CH:6]=[CH:7][C:2]([OH:1])=[CH:3][CH:4]=2)=[CH:20][CH:19]=1)=[O:17]. (5) Given the reactants [Br:1][C:2]1[CH:11]=[CH:10][C:9]2[N:8]=[CH:7][C:6]3[NH:12][C:13](=[O:26])[N:14]([C:15]4[CH:20]=[CH:19][C:18]([C:21]([CH3:25])([CH3:24])[C:22]#[N:23])=[CH:17][CH:16]=4)[C:5]=3[C:4]=2[CH:3]=1.C(N(CC)CC)C.[CH3:34][C:35]1[CH:36]=[C:37]([S:41](Cl)(=[O:43])=[O:42])[CH:38]=[CH:39][CH:40]=1.O, predict the reaction product. The product is: [Br:1][C:2]1[CH:11]=[CH:10][C:9]2[N:8]=[CH:7][C:6]3[N:12]([S:41]([C:37]4[CH:36]=[C:35]([CH3:34])[CH:40]=[CH:39][CH:38]=4)(=[O:43])=[O:42])[C:13](=[O:26])[N:14]([C:15]4[CH:20]=[CH:19][C:18]([C:21]([CH3:24])([CH3:25])[C:22]#[N:23])=[CH:17][CH:16]=4)[C:5]=3[C:4]=2[CH:3]=1. (6) Given the reactants [CH3:1][O:2][C:3]1[CH:4]=[C:5](/[CH:11]=[CH:12]/[C:13]([NH:15][C:16]2[CH:24]=[CH:23][CH:22]=[CH:21][C:17]=2[C:18]([OH:20])=[O:19])=O)[CH:6]=[CH:7][C:8]=1[O:9][CH3:10], predict the reaction product. The product is: [CH3:1][O:2][C:3]1[CH:4]=[C:5]([CH:6]=[CH:7][C:8]=1[O:9][CH3:10])/[CH:11]=[CH:12]/[C:13]1[O:19][C:18](=[O:20])[C:17]2[CH:21]=[CH:22][CH:23]=[CH:24][C:16]=2[N:15]=1. (7) Given the reactants [NH2:1][N:2]1[N:11]=[C:10]([N:12]2[CH2:17][CH2:16][O:15][CH2:14][CH2:13]2)[C:9]2[C:4](=[CH:5][CH:6]=[CH:7][CH:8]=2)[C:3]1=[O:18].[O:19]1[C:23]2[CH:24]=[CH:25][CH:26]=[CH:27][C:22]=2[C:21]([CH2:28][C:29](O)=[O:30])=[N:20]1, predict the reaction product. The product is: [O:19]1[C:23]2[CH:24]=[CH:25][CH:26]=[CH:27][C:22]=2[C:21]([CH2:28][C:29]([NH:1][N:2]2[N:11]=[C:10]([N:12]3[CH2:17][CH2:16][O:15][CH2:14][CH2:13]3)[C:9]3[C:4](=[CH:5][CH:6]=[CH:7][CH:8]=3)[C:3]2=[O:18])=[O:30])=[N:20]1. (8) Given the reactants [C:1]([O:4][C@@H:5]1[C@@H:10]([O:11][C:12](=[O:14])[CH3:13])[C@H:9]([O:15][C:16](=[O:18])[CH3:17])[C@@H:8](O/C(/C(OCC)=O)=C\C2C=CC=CC=2F)[O:7][C@H:6]1[CH2:34][O:35][C:36](=[O:38])[CH3:37])(=[O:3])[CH3:2].[F:39][C:40]1[CH:41]=[C:42]([CH2:46][C:47](=[O:53])[C:48]([O:50][CH2:51][CH3:52])=[O:49])[CH:43]=[CH:44][CH:45]=1.[H-].[Na+].[Br-].C(O[C@@H]1[C@@H](OC(=O)C)[C@@H](OC(=O)C)[C@@H](COC(=O)C)O[C@@H]1O)(=O)C, predict the reaction product. The product is: [C:1]([O:4][C@H:5]1[C@@H:10]([O:11][C:12](=[O:14])[CH3:13])[C@H:9]([O:15][C:16](=[O:18])[CH3:17])[C@@H:8]([O:53]/[C:47](/[C:48]([O:50][CH2:51][CH3:52])=[O:49])=[CH:46]\[C:42]2[CH:43]=[CH:44][CH:45]=[C:40]([F:39])[CH:41]=2)[O:7][C@H:6]1[CH2:34][O:35][C:36](=[O:38])[CH3:37])(=[O:3])[CH3:2].